This data is from Full USPTO retrosynthesis dataset with 1.9M reactions from patents (1976-2016). The task is: Predict the reactants needed to synthesize the given product. (1) Given the product [C:3]([O:7][C:8]([N:10]1[CH2:24][C@@H:23]([CH3:25])[N:13]2[C:14]3[CH:15]=[C:16]([CH2:21][O:22][CH3:27])[CH:17]=[CH:18][C:19]=3[CH2:20][C@@H:12]2[CH2:11]1)=[O:9])([CH3:6])([CH3:4])[CH3:5], predict the reactants needed to synthesize it. The reactants are: [H-].[Na+].[C:3]([O:7][C:8]([N:10]1[CH2:24][C@@H:23]([CH3:25])[N:13]2[C:14]3[CH:15]=[C:16]([CH2:21][OH:22])[CH:17]=[CH:18][C:19]=3[CH2:20][C@@H:12]2[CH2:11]1)=[O:9])([CH3:6])([CH3:5])[CH3:4].I[CH3:27]. (2) Given the product [CH3:13][C:11]1[S:12][C:8]([NH2:7])=[C:9]([C:14]2[CH:19]=[CH:18][CH:17]=[CH:16][C:15]=2[CH3:20])[N:10]=1, predict the reactants needed to synthesize it. The reactants are: C(OC(=O)[NH:7][C:8]1[S:12][C:11]([CH3:13])=[N:10][C:9]=1[C:14]1[CH:19]=[CH:18][CH:17]=[CH:16][C:15]=1[CH3:20])(C)(C)C.FC(F)(F)C(O)=O. (3) Given the product [CH:4]([O:6][CH2:8][C:9]([O:11][C:12]([CH3:15])([CH3:14])[CH3:13])=[O:10])([CH3:5])[CH3:3], predict the reactants needed to synthesize it. The reactants are: [OH-].[Na+].[CH3:3][CH:4]([OH:6])[CH3:5].Br[CH2:8][C:9]([O:11][C:12]([CH3:15])([CH3:14])[CH3:13])=[O:10]. (4) The reactants are: [F:1][C:2]1[CH:7]=[C:6]([I:8])[CH:5]=[CH:4][C:3]=1[NH:9][C:10]1[N:15]([CH3:16])[C:14](=[O:17])[C:13]2[CH:18]=[CH:19][O:20][C:12]=2[C:11]=1[C:21](O)=[O:22].[OH-].[NH4+:25]. Given the product [F:1][C:2]1[CH:7]=[C:6]([I:8])[CH:5]=[CH:4][C:3]=1[NH:9][C:10]1[N:15]([CH3:16])[C:14](=[O:17])[C:13]2[CH:18]=[CH:19][O:20][C:12]=2[C:11]=1[C:21]([NH2:25])=[O:22], predict the reactants needed to synthesize it. (5) Given the product [NH2:15][C:12]1[CH:11]=[CH:10][C:9]([NH:8][C:1](=[O:3])[C:29]2[CH:28]=[CH:27][C:26]([O:25][C:24]([F:23])([F:35])[F:36])=[CH:34][CH:33]=2)=[CH:14][CH:13]=1, predict the reactants needed to synthesize it. The reactants are: [C:1]([NH:8][C:9]1[CH:14]=[CH:13][C:12]([NH2:15])=[CH:11][CH:10]=1)([O:3]C(C)(C)C)=O.C(N(CC)CC)C.[F:23][C:24]([F:36])([F:35])[O:25][C:26]1[CH:34]=[CH:33][C:29](C(Cl)=O)=[CH:28][CH:27]=1.